Dataset: Reaction yield outcomes from USPTO patents with 853,638 reactions. Task: Predict the reaction yield, written as a fraction of the theoretical maximum amount of product (1.0 means a 100% yield; for example, 0.34 means a 34% yield). (1) The reactants are [F:1][C:2]([F:7])([F:6])[C:3]([OH:5])=[O:4].C1(C2C=C(C3CCNCC3)C=CC=2NC(C2NC=C(C#N)N=2)=O)CCCCC=1.BrCC(OC(C)(C)C)=O.CCN(CC)CC.C([O:56][C:57](=[O:87])[CH2:58][N:59]1[CH2:64][CH2:63][CH:62]([C:65]2[CH:70]=[CH:69][C:68]([NH:71][C:72]([C:74]3[NH:75][CH:76]=[C:77]([C:79]#[N:80])[N:78]=3)=[O:73])=[C:67]([C:81]3[CH2:86][CH2:85][CH2:84][CH2:83][CH:82]=3)[CH:66]=2)[CH2:61][CH2:60]1)(C)(C)C. The catalyst is C(Cl)Cl. The product is [F:1][C:2]([F:7])([F:6])[C:3]([OH:5])=[O:4].[C:79]([C:77]1[N:78]=[C:74]([C:72]([NH:71][C:68]2[CH:69]=[CH:70][C:65]([CH:62]3[CH2:61][CH2:60][N:59]([CH2:58][C:57]([OH:87])=[O:56])[CH2:64][CH2:63]3)=[CH:66][C:67]=2[C:81]2[CH2:86][CH2:85][CH2:84][CH2:83][CH:82]=2)=[O:73])[NH:75][CH:76]=1)#[N:80]. The yield is 0.400. (2) The reactants are [CH:1]1([CH2:4][C@H:5]([NH:12][C:13]([C@@H:15]2[CH2:18][CH2:17][N:16]2[C:19]([O:21][C:22]([CH3:25])([CH3:24])[CH3:23])=[O:20])=[O:14])/[CH:6]=[CH:7]/[C:8]([O:10]C)=[O:9])[CH2:3][CH2:2]1.CO.[Li+].[OH-]. The catalyst is C1COCC1.O. The product is [CH:1]1([CH2:4][C@H:5]([NH:12][C:13]([C@@H:15]2[CH2:18][CH2:17][N:16]2[C:19]([O:21][C:22]([CH3:25])([CH3:24])[CH3:23])=[O:20])=[O:14])/[CH:6]=[CH:7]/[C:8]([OH:10])=[O:9])[CH2:3][CH2:2]1. The yield is 0.790. (3) The reactants are [Br:1][C:2]1[S:6][C:5]2=[C:7](C(O)=O)[N:8]=[CH:9][N:4]2[CH:3]=1.O.S(=O)(=O)(O)O.C(=O)([O-])[O-].[Na+].[Na+]. The catalyst is C(O)(=O)C. The product is [Br:1][C:2]1[S:6][C:5]2=[CH:7][N:8]=[CH:9][N:4]2[CH:3]=1. The yield is 0.908. (4) The reactants are O[C@H:2]1[CH2:7][CH2:6][C@H:5]([NH:8][C:9]([O:11][C:12]([CH3:15])([CH3:14])[CH3:13])=[O:10])[CH:4]=[CH:3]1.C1(P(C2C=CC=CC=2)C2C=CC=CC=2)C=CC=CC=1.[Cl:35]C(Cl)(Cl)C(C(Cl)(Cl)Cl)=O. No catalyst specified. The product is [C:12]([O:11][C:9]([NH:8][C@H:5]1[CH2:6][CH2:7][C@@H:2]([Cl:35])[CH:3]=[CH:4]1)=[O:10])([CH3:15])([CH3:14])[CH3:13]. The yield is 0.620. (5) The product is [F:21][CH:22]([N:9]([C:6]1[CH:5]=[CH:4][C:3]([O:2][CH3:1])=[CH:8][CH:7]=1)[C:10]1[C:19]2[C:14](=[CH:15][CH:16]=[CH:17][CH:18]=2)[N:13]=[C:12]([CH3:20])[N:11]=1)[F:24]. The yield is 0.320. The reactants are [CH3:1][O:2][C:3]1[CH:8]=[CH:7][C:6]([NH:9][C:10]2[C:19]3[C:14](=[CH:15][CH:16]=[CH:17][CH:18]=3)[N:13]=[C:12]([CH3:20])[N:11]=2)=[CH:5][CH:4]=1.[F:21][CH:22]([F:24])Cl.C(=O)([O-])[O-].[Cs+].[Cs+]. The catalyst is CN(C)C=O.C(OCC)(=O)C. (6) The reactants are Br[C:2]1[C:3]([CH3:26])=[C:4]([CH2:16][N:17]([CH3:25])[C:18](=[O:24])[O:19][C:20]([CH3:23])([CH3:22])[CH3:21])[S:5][C:6]=1[S:7]([C:10]1[CH:15]=[CH:14][CH:13]=[CH:12][CH:11]=1)(=[O:9])=[O:8].[F:27][C:28]1[CH:33]=[CH:32][CH:31]=[CH:30][C:29]=1B(O)O.C(=O)([O-])[O-].[Na+].[Na+].COCCOC. The catalyst is C1C=CC([P]([Pd]([P](C2C=CC=CC=2)(C2C=CC=CC=2)C2C=CC=CC=2)([P](C2C=CC=CC=2)(C2C=CC=CC=2)C2C=CC=CC=2)[P](C2C=CC=CC=2)(C2C=CC=CC=2)C2C=CC=CC=2)(C2C=CC=CC=2)C2C=CC=CC=2)=CC=1.O. The product is [F:27][C:28]1[CH:33]=[CH:32][CH:31]=[CH:30][C:29]=1[C:2]1[C:3]([CH3:26])=[C:4]([CH2:16][N:17]([CH3:25])[C:18](=[O:24])[O:19][C:20]([CH3:22])([CH3:23])[CH3:21])[S:5][C:6]=1[S:7]([C:10]1[CH:15]=[CH:14][CH:13]=[CH:12][CH:11]=1)(=[O:9])=[O:8]. The yield is 1.00.